Regression/Classification. Given a drug SMILES string, predict its absorption, distribution, metabolism, or excretion properties. Task type varies by dataset: regression for continuous measurements (e.g., permeability, clearance, half-life) or binary classification for categorical outcomes (e.g., BBB penetration, CYP inhibition). Dataset: cyp2c19_veith. From a dataset of CYP2C19 inhibition data for predicting drug metabolism from PubChem BioAssay. (1) The drug is CC(=O)N1C2C3N(C(C)=O)C1C1N(C(C)=O)C(C(N1C(C)=O)N3C(C)=O)N2C(C)=O. The result is 0 (non-inhibitor). (2) The result is 0 (non-inhibitor). The compound is CC(=O)[C@@H](C)CCO[C@@]1(C)OCC[C@@H]1C. (3) The molecule is CC(=O)[C@]1(O)CC[C@@H]2[C@H]3C[C@@H](C)C4=CC(=O)CC[C@@]4(C)[C@H]3[C@@H](O)C[C@]21C. The result is 0 (non-inhibitor). (4) The molecule is CCOC(=O)CCN1C(=O)[C@@H]2[C@@H](CC[C@@H]3C(=O)C[C@@H](O)[C@@H](O)[C@H]32)C1=O. The result is 0 (non-inhibitor). (5) The molecule is Brc1c(NC2=NCCN2)ccc2nccnc12. The result is 0 (non-inhibitor).